From a dataset of Catalyst prediction with 721,799 reactions and 888 catalyst types from USPTO. Predict which catalyst facilitates the given reaction. Reactant: C[O:2][C:3]([C:5]1[N:6]([CH2:26][C:27](O)=[O:28])[C:7]2[C:12]([C:13]=1[C:14]1[CH:19]=[CH:18][C:17]([O:20][CH3:21])=[CH:16][CH:15]=1)=[CH:11][C:10]([O:22][CH3:23])=[C:9]([O:24][CH3:25])[CH:8]=2)=O.[H-].[H-].[H-].[H-].[Li+].[Al+3].O.[OH-].[Na+]. Product: [OH:2][CH2:3][C:5]1[N:6]([CH2:26][CH2:27][OH:28])[C:7]2[C:12]([C:13]=1[C:14]1[CH:15]=[CH:16][C:17]([O:20][CH3:21])=[CH:18][CH:19]=1)=[CH:11][C:10]([O:22][CH3:23])=[C:9]([O:24][CH3:25])[CH:8]=2. The catalyst class is: 1.